From a dataset of Forward reaction prediction with 1.9M reactions from USPTO patents (1976-2016). Predict the product of the given reaction. (1) Given the reactants [Si]([O:8][CH2:9][C@@H:10]([O:12][NH:13][C:14]([C:16]1[C:17]2[O:35][CH:34]=[CH:33][C:18]=2[C:19](=[O:32])[N:20]([CH3:31])[C:21]=1[NH:22][C:23]1[CH:28]=[CH:27][C:26]([I:29])=[CH:25][C:24]=1[F:30])=[O:15])[CH3:11])(C(C)(C)C)(C)C.Cl, predict the reaction product. The product is: [F:30][C:24]1[CH:25]=[C:26]([I:29])[CH:27]=[CH:28][C:23]=1[NH:22][C:21]1[N:20]([CH3:31])[C:19](=[O:32])[C:18]2[CH:33]=[CH:34][O:35][C:17]=2[C:16]=1[C:14]([NH:13][O:12][C@@H:10]([CH3:11])[CH2:9][OH:8])=[O:15]. (2) Given the reactants [CH:1]([N:4]1[C:8]([O:9][C:10]2[CH:15]=[CH:14][CH:13]=[CH:12][CH:11]=2)=[C:7]([CH2:16][C:17]2[CH:22]=[CH:21][C:20]([O:23][CH3:24])=[CH:19][CH:18]=2)[C:6](=[O:25])[NH:5]1)([CH3:3])[CH3:2].CC([O:29][CH2:30][C@H:31]1[O:36][C@H:35](Br)[C@H:34]([O:38]C(C)=O)[C@@H:33]([O:42]C(C)=O)[C@@H:32]1[O:46]C(C)=O)=O.[OH-].[Na+], predict the reaction product. The product is: [CH:1]([N:4]1[C:8]([O:9][C:10]2[CH:15]=[CH:14][CH:13]=[CH:12][CH:11]=2)=[C:7]([CH2:16][C:17]2[CH:18]=[CH:19][C:20]([O:23][CH3:24])=[CH:21][CH:22]=2)[C:6]([O:25][C@@H:35]2[O:36][C@H:31]([CH2:30][OH:29])[C@@H:32]([OH:46])[C@H:33]([OH:42])[C@H:34]2[OH:38])=[N:5]1)([CH3:2])[CH3:3]. (3) Given the reactants [CH3:1][O:2][C:3]([NH:5][C@@H:6]([CH2:33][C:34]1[CH:39]=[CH:38][CH:37]=[CH:36][CH:35]=1)[C:7]([NH:9][C@H:10]([C:23]1[N:24]=[C:25]([C:28]2[S:29][CH:30]=[CH:31][CH:32]=2)[S:26][CH:27]=1)[CH2:11][C:12]1[CH:17]=[CH:16][C:15]([NH:18][S:19](=[O:22])(=[O:21])[O-:20])=[CH:14][CH:13]=1)=[O:8])=[O:4].C[NH+](C)C.C[O-].[Na+:46], predict the reaction product. The product is: [CH3:1][O:2][C:3]([NH:5][C@@H:6]([CH2:33][C:34]1[CH:39]=[CH:38][CH:37]=[CH:36][CH:35]=1)[C:7]([NH:9][C@H:10]([C:23]1[N:24]=[C:25]([C:28]2[S:29][CH:30]=[CH:31][CH:32]=2)[S:26][CH:27]=1)[CH2:11][C:12]1[CH:13]=[CH:14][C:15]([NH:18][S:19](=[O:21])(=[O:20])[O-:22])=[CH:16][CH:17]=1)=[O:8])=[O:4].[Na+:46]. (4) Given the reactants [Li][CH2:2]CCC.CC1(C)CCCC(C)(C)N1.[Cl:16][C:17]1[CH:22]=[CH:21][N:20]=[CH:19][C:18]=1[F:23].CI, predict the reaction product. The product is: [Cl:16][C:17]1[CH:22]=[CH:21][N:20]=[C:19]([CH3:2])[C:18]=1[F:23].